This data is from Reaction yield outcomes from USPTO patents with 853,638 reactions. The task is: Predict the reaction yield, written as a fraction of the theoretical maximum amount of product (1.0 means a 100% yield; for example, 0.34 means a 34% yield). (1) The reactants are [C:1]([O:5][C:6]([N:8]1[CH2:12][CH2:11][C@@H:10]([NH:13][C:14]2[CH:15]=[C:16]3[C:25](=[CH:26][C:27]=2Br)[O:24][CH2:23][C:22]2[N:17]3[C@H:18]([CH3:30])[C:19](=[O:29])[NH:20][N:21]=2)[CH2:9]1)=[O:7])([CH3:4])([CH3:3])[CH3:2].C([O-])([O-])=O.[K+].[K+].[CH2:37]([O:39]/[CH:40]=[CH:41]/B1OC(C)(C)C(C)(C)O1)[CH3:38]. The catalyst is O1CCOCC1.O.C1C=CC(P(C2C=CC=CC=2)[C-]2C=CC=C2)=CC=1.C1C=CC(P(C2C=CC=CC=2)[C-]2C=CC=C2)=CC=1.Cl[Pd]Cl.[Fe+2].C(Cl)Cl. The product is [C:1]([O:5][C:6]([N:8]1[CH2:12][CH2:11][C@@H:10]([NH:13][C:14]2[CH:15]=[C:16]3[C:25](=[CH:26][C:27]=2/[CH:38]=[CH:37]/[O:39][CH2:40][CH3:41])[O:24][CH2:23][C:22]2[N:17]3[C@H:18]([CH3:30])[C:19](=[O:29])[NH:20][N:21]=2)[CH2:9]1)=[O:7])([CH3:4])([CH3:3])[CH3:2]. The yield is 0.740. (2) The catalyst is [N+](C)([O-])=O. The yield is 0.430. The product is [CH2:7]1[C@H:9]2[C@@H:15]([CH2:14][CH2:12][CH2:11][CH2:10]2)[CH2:16][CH2:17][CH2:19]1. The reactants are C(OC/C=[C:7](/[CH2:9][CH2:10]/[CH:11]=[C:12](/[CH2:14][CH2:15][CH:16]=[C:17]([CH3:19])C)\C)\C)(=O)C. (3) The reactants are [F:1][C:2]([F:12])([F:11])[CH2:3][CH2:4][S:5][CH2:6][CH2:7][C:8](O)=[O:9].S(Cl)([Cl:15])=O. The catalyst is ClCCl. The product is [F:1][C:2]([F:12])([F:11])[CH2:3][CH2:4][S:5][CH2:6][CH2:7][C:8]([Cl:15])=[O:9]. The yield is 0.860. (4) The reactants are C(OC1N=NC(C(C2C=CC=CC=2)=C)=CC=1OCC1C=CC=CC=1)C1C=CC=CC=1.[CH2:31]([O:38][C:39]1[N:40]=[N:41][C:42](Cl)=[CH:43][C:44]=1[O:45][CH2:46][C:47]1[CH:52]=[CH:51][CH:50]=[CH:49][CH:48]=1)[C:32]1[CH:37]=[CH:36][CH:35]=[CH:34][CH:33]=1.[F:54][C:55]([F:78])([F:77])[C:56]1[CH:57]=[C:58](/[CH:66]=[CH:67]/B2OC(C)(C)C(C)(C)O2)[CH:59]=[C:60]([C:62]([F:65])([F:64])[F:63])[CH:61]=1. No catalyst specified. The product is [CH2:31]([O:38][C:39]1[N:40]=[N:41][C:42](/[CH:67]=[CH:66]/[C:58]2[CH:59]=[C:60]([C:62]([F:63])([F:65])[F:64])[CH:61]=[C:56]([C:55]([F:54])([F:77])[F:78])[CH:57]=2)=[CH:43][C:44]=1[O:45][CH2:46][C:47]1[CH:52]=[CH:51][CH:50]=[CH:49][CH:48]=1)[C:32]1[CH:37]=[CH:36][CH:35]=[CH:34][CH:33]=1. The yield is 0.770. (5) The yield is 0.690. The catalyst is C1(C)C=CC=CC=1.[Pd].C1(P(C2C=CC=CC=2)C2C=CC=CC=2)C=CC=CC=1.C1(P(C2C=CC=CC=2)C2C=CC=CC=2)C=CC=CC=1.C1(P(C2C=CC=CC=2)C2C=CC=CC=2)C=CC=CC=1.C1(P(C2C=CC=CC=2)C2C=CC=CC=2)C=CC=CC=1. The reactants are [Br:1][C:2]1[CH:7]=[CH:6][C:5](B(O)O)=[CH:4][CH:3]=1.C([O-])([O-])=O.[Na+].[Na+].I[C:18]1[CH:24]=[CH:23][CH:22]=[CH:21][C:19]=1[NH2:20]. The product is [Br:1][C:2]1[CH:7]=[CH:6][C:5]([C:18]2[CH:24]=[CH:23][CH:22]=[CH:21][C:19]=2[NH2:20])=[CH:4][CH:3]=1. (6) The reactants are [CH3:1][N:2]([CH3:32])[S:3]([C:6]1[CH:31]=[CH:30][CH:29]=[CH:28][C:7]=1[CH2:8][C:9]1[C:17]2[C:16](=[O:18])[CH2:15][C:14]([CH3:20])([CH3:19])[CH2:13][C:12]=2[N:11]([CH2:21][C:22]([O:24]CC)=[O:23])[C:10]=1[CH3:27])(=[O:5])=[O:4].[OH-].[Na+]. The catalyst is C1COCC1.O. The product is [CH3:32][N:2]([CH3:1])[S:3]([C:6]1[CH:31]=[CH:30][CH:29]=[CH:28][C:7]=1[CH2:8][C:9]1[C:17]2[C:16](=[O:18])[CH2:15][C:14]([CH3:19])([CH3:20])[CH2:13][C:12]=2[N:11]([CH2:21][C:22]([OH:24])=[O:23])[C:10]=1[CH3:27])(=[O:5])=[O:4]. The yield is 0.240. (7) The reactants are O=[C:2]1[CH:6]([C:7]([O:9]CC)=[O:8])[CH2:5][CH2:4][NH:3]1.F[B-](F)(F)F.C[O+](C)C.[C:21]([NH:24][NH2:25])(=O)[CH3:22]. The catalyst is ClCCl. The product is [CH3:22][C:21]1[N:3]2[CH2:4][CH2:5][CH:6]([C:7]([OH:9])=[O:8])[C:2]2=[N:25][N:24]=1. The yield is 0.110. (8) The reactants are Cl[CH2:2][C:3]([N:5]1[C:14]2[C:9](=[CH:10][CH:11]=[CH:12][CH:13]=2)[CH2:8][CH2:7][CH2:6]1)=[O:4].[F:15][C:16]([F:28])([F:27])[C:17]1[CH:18]=[CH:19][C:20]2[S:24][C:23]([SH:25])=[N:22][C:21]=2[CH:26]=1. No catalyst specified. The product is [N:5]1([C:3](=[O:4])[CH2:2][S:25][C:23]2[S:24][C:20]3[CH:19]=[CH:18][C:17]([C:16]([F:28])([F:27])[F:15])=[CH:26][C:21]=3[N:22]=2)[C:14]2[C:9](=[CH:10][CH:11]=[CH:12][CH:13]=2)[CH2:8][CH2:7][CH2:6]1. The yield is 0.800.